From a dataset of Experimentally validated miRNA-target interactions with 360,000+ pairs, plus equal number of negative samples. Binary Classification. Given a miRNA mature sequence and a target amino acid sequence, predict their likelihood of interaction. The protein sequence of the target gene is MAEGDNRSTNLLAAETASLEEQLQGWGEVMLMADKVLRWERAWFPPAIMGVVSLVFLIIYYLDPSVLSGVSCFVMFLCLADYLVPILAPRIFGSNKWTTEQQQRFHEICSNLVKTRRRAVGWWKRLFTLKEEKPKMYFMTMIVSLAAVAWVGQQVHNLLLTYLIVTSLLLLPGLNQHGIILKYIGMAKREINKLLKQKEKKNE. Result: 1 (interaction). The miRNA is hsa-miR-6507-5p with sequence GAAGAAUAGGAGGGACUUUGU.